From a dataset of Forward reaction prediction with 1.9M reactions from USPTO patents (1976-2016). Predict the product of the given reaction. (1) Given the reactants [Br:1][C:2]1[CH:3]=[N:4][C:5](I)=[N:6][CH:7]=1.[CH3:9][C:10]1[CH:15]=[C:14](B2OC(C)(C)C(C)(C)O2)[CH:13]=[CH:12][N:11]=1.C([O-])([O-])=O.[Na+].[Na+].C1(C)C=CC=CC=1, predict the reaction product. The product is: [Br:1][C:2]1[CH:3]=[N:4][C:5]([C:14]2[CH:13]=[CH:12][N:11]=[C:10]([CH3:9])[CH:15]=2)=[N:6][CH:7]=1. (2) Given the reactants C(OC(=O)[NH:7][C@H:8]1[CH2:13][C@@H:12]([N:14]2[CH2:21][CH:20]3[CH:16]([CH2:17][N:18]([S:22]([CH3:25])(=[O:24])=[O:23])[CH2:19]3)[CH2:15]2)[CH2:11][O:10][C@@H:9]1[C:26]1[CH:31]=[C:30]([F:32])[CH:29]=[CH:28][C:27]=1[F:33])(C)(C)C.Cl, predict the reaction product. The product is: [F:33][C:27]1[CH:28]=[CH:29][C:30]([F:32])=[CH:31][C:26]=1[C@@H:9]1[C@@H:8]([NH2:7])[CH2:13][C@@H:12]([N:14]2[CH2:15][CH:16]3[CH:20]([CH2:19][N:18]([S:22]([CH3:25])(=[O:24])=[O:23])[CH2:17]3)[CH2:21]2)[CH2:11][O:10]1. (3) Given the reactants [F:1][C:2]1[CH:3]=[C:4]([CH2:15][C:16]([OH:18])=O)[CH:5]=[CH:6][C:7]=1[C:8]1[CH:13]=[CH:12][N:11]=[C:10]([F:14])[CH:9]=1.[N:19]1[CH:24]=[CH:23][CH:22]=[C:21]([C:25]2[CH:26]=[CH:27][C:28]([NH2:31])=[N:29][CH:30]=2)[N:20]=1.CCN(C(C)C)C(C)C.F[P-](F)(F)(F)(F)F.N1(OC(N(C)C)=[N+](C)C)C2N=CC=CC=2N=N1, predict the reaction product. The product is: [F:1][C:2]1[CH:3]=[C:4]([CH2:15][C:16]([NH:31][C:28]2[CH:27]=[CH:26][C:25]([C:21]3[N:20]=[N:19][CH:24]=[CH:23][CH:22]=3)=[CH:30][N:29]=2)=[O:18])[CH:5]=[CH:6][C:7]=1[C:8]1[CH:13]=[CH:12][N:11]=[C:10]([F:14])[CH:9]=1. (4) Given the reactants [C:1]([O:4][CH2:5][C:6]1[C:7]([N:21]2[N:30]=[CH:29][C:28]3[C:23](=[C:24]([F:35])[CH:25]=[C:26]([C:31]([CH3:34])([CH3:33])[CH3:32])[CH:27]=3)[C:22]2=[O:36])=[N:8][CH:9]=[CH:10][C:11]=1B1OC(C)(C)C(C)(C)O1)(=[O:3])[CH3:2].Br[C:38]1[CH:39]=[C:40]([NH:46][C:47]2[CH:57]=[C:50]3[CH2:51][N:52]([CH3:56])[C:53](=[O:55])[CH2:54][N:49]3[N:48]=2)[C:41](=[O:45])[N:42]([CH3:44])[CH:43]=1.[O-]P([O-])([O-])=O.[K+].[K+].[K+].C([O-])(=O)C.[Na+], predict the reaction product. The product is: [C:1]([O:4][CH2:5][C:6]1[C:7]([N:21]2[N:30]=[CH:29][C:28]3[C:23](=[C:24]([F:35])[CH:25]=[C:26]([C:31]([CH3:33])([CH3:34])[CH3:32])[CH:27]=3)[C:22]2=[O:36])=[N:8][CH:9]=[CH:10][C:11]=1[C:38]1[CH:39]=[C:40]([NH:46][C:47]2[CH:57]=[C:50]3[CH2:51][N:52]([CH3:56])[C:53](=[O:55])[CH2:54][N:49]3[N:48]=2)[C:41](=[O:45])[N:42]([CH3:44])[CH:43]=1)(=[O:3])[CH3:2].